This data is from Forward reaction prediction with 1.9M reactions from USPTO patents (1976-2016). The task is: Predict the product of the given reaction. (1) Given the reactants [Br:1][C:2]1[CH:15]=[CH:14][C:13]2[C:12]3[C:7](=[CH:8][C:9]([Br:16])=[CH:10][CH:11]=3)[C:6]([OH:18])(C)[C:5](O)([CH3:19])[C:4]=2[CH:3]=1.F[C:22](F)(F)C(O)=O, predict the reaction product. The product is: [Br:1][C:2]1[CH:15]=[CH:14][C:13]2[C:12]3[C:7](=[CH:8][C:9]([Br:16])=[CH:10][CH:11]=3)[C:6](=[O:18])[C:5]([CH3:19])([CH3:22])[C:4]=2[CH:3]=1. (2) Given the reactants [Cl:1][C:2]1[CH:3]=[C:4]2[C:9](=[CH:10][CH:11]=1)[CH:8]=[C:7]([S:12]([NH:15][C@H:16]1[CH2:20][CH2:19][N:18]([C:21]3[CH:22]=[C:23]4[C:28](=[CH:29][CH:30]=3)[CH:27]([CH3:31])[N:26](C(OC(C)(C)C)=O)[CH2:25][CH2:24]4)[C:17]1=[O:39])(=[O:14])=[O:13])[CH:6]=[CH:5]2.Cl.C(OCC)C, predict the reaction product. The product is: [ClH:1].[Cl:1][C:2]1[CH:3]=[C:4]2[C:9](=[CH:10][CH:11]=1)[CH:8]=[C:7]([S:12]([NH:15][C@H:16]1[CH2:20][CH2:19][N:18]([C:21]3[CH:22]=[C:23]4[C:28](=[CH:29][CH:30]=3)[CH:27]([CH3:31])[NH:26][CH2:25][CH2:24]4)[C:17]1=[O:39])(=[O:14])=[O:13])[CH:6]=[CH:5]2. (3) Given the reactants [OH:1][C:2]1[CH:11]=[CH:10][CH:9]=[C:8]2[C:3]=1[CH:4]=[CH:5][CH:6]=[N:7]2.[Br:12][CH2:13][CH2:14]Br.C(=O)([O-])[O-].[K+].[K+], predict the reaction product. The product is: [Br:12][CH2:13][CH2:14][O:1][C:2]1[CH:11]=[CH:10][CH:9]=[C:8]2[C:3]=1[CH:4]=[CH:5][CH:6]=[N:7]2.